Dataset: Full USPTO retrosynthesis dataset with 1.9M reactions from patents (1976-2016). Task: Predict the reactants needed to synthesize the given product. (1) Given the product [Br:1][C:2]1[CH:3]=[C:4]2[C:9](=[CH:10][CH:11]=1)[N:8]([C:12]1[CH:17]=[CH:16][C:15]([F:18])=[CH:14][CH:13]=1)[CH:7]=[C:6]([C:19]([NH2:25])=[O:20])[C:5]2=[O:24], predict the reactants needed to synthesize it. The reactants are: [Br:1][C:2]1[CH:3]=[C:4]2[C:9](=[CH:10][CH:11]=1)[N:8]([C:12]1[CH:17]=[CH:16][C:15]([F:18])=[CH:14][CH:13]=1)[CH:7]=[C:6]([C:19](OCC)=[O:20])[C:5]2=[O:24].[NH3:25]. (2) The reactants are: O1CCCCC1[O:7][CH:8]1[CH2:13][CH2:12][CH:11]([NH:14][C:15]([C:17]2[C:21]([N+:22]([O-])=O)=[CH:20][N:19](C3CCCCO3)[N:18]=2)=[O:16])[CH2:10][CH2:9]1. Given the product [OH:7][CH:8]1[CH2:13][CH2:12][CH:11]([NH:14][C:15]([C:17]2[C:21]([NH2:22])=[CH:20][NH:19][N:18]=2)=[O:16])[CH2:10][CH2:9]1, predict the reactants needed to synthesize it. (3) Given the product [F:15][C:16]1[CH:17]=[C:18]([CH:21]=[CH:22][CH:23]=1)[CH2:19][O:10][C:7]1[CH:8]=[CH:9][C:4]([N+:1]([O-:3])=[O:2])=[C:5]([C:11]([F:12])([F:13])[F:14])[CH:6]=1, predict the reactants needed to synthesize it. The reactants are: [N+:1]([C:4]1[CH:9]=[CH:8][C:7]([OH:10])=[CH:6][C:5]=1[C:11]([F:14])([F:13])[F:12])([O-:3])=[O:2].[F:15][C:16]1[CH:17]=[C:18]([CH:21]=[CH:22][CH:23]=1)[CH2:19]Br. (4) Given the product [CH3:38][S:34]([C:3]1[N:8]=[C:7]([O:9][CH2:10][C@H:11]2[CH2:13][C@H:12]2[C:14]#[N:15])[CH:6]=[C:5]([N:16]2[CH2:17][CH2:18][CH:19]([C:22]3[C:30]4[C:25](=[N:26][CH:27]=[CH:28][CH:29]=4)[NH:24][N:23]=3)[CH2:20][CH2:21]2)[N:4]=1)(=[O:36])=[O:33], predict the reactants needed to synthesize it. The reactants are: CS[C:3]1[N:8]=[C:7]([O:9][CH2:10][C@H:11]2[CH2:13][C@H:12]2[C:14]#[N:15])[CH:6]=[C:5]([N:16]2[CH2:21][CH2:20][CH:19]([C:22]3[C:30]4[C:25](=[N:26][CH:27]=[CH:28][CH:29]=4)[NH:24][N:23]=3)[CH2:18][CH2:17]2)[N:4]=1.Cl.O[O:33][S:34]([O-:36])=O.[K+].[CH2:38]1COCC1. (5) Given the product [NH2:14][C:1]([C:4]1([C:7]([O:9][C:10]([CH3:13])([CH3:12])[CH3:11])=[O:8])[CH2:6][CH2:5]1)([C:19]#[N:18])[CH3:2], predict the reactants needed to synthesize it. The reactants are: [C:1]([C:4]1([C:7]([O:9][C:10]([CH3:13])([CH3:12])[CH3:11])=[O:8])[CH2:6][CH2:5]1)(=O)[CH3:2].[NH3:14].CO.[Cl-].[NH4+:18].[C-:19]#N.[Na+].